This data is from Forward reaction prediction with 1.9M reactions from USPTO patents (1976-2016). The task is: Predict the product of the given reaction. Given the reactants [NH2:1][CH2:2][CH:3]1[O:7][C:6](=[O:8])[N:5]([C:9]2[CH:14]=[CH:13][C:12]([CH:15]3[CH2:20][CH2:19][CH:18]([OH:21])[CH:17]([F:22])[CH2:16]3)=[C:11]([F:23])[CH:10]=2)[CH2:4]1.C(N([CH2:29][CH3:30])CC)C.[CH3:31][OH:32], predict the reaction product. The product is: [F:23][C:11]1[CH:10]=[C:9]([N:5]2[CH2:4][CH:3]([CH2:2][NH:1][C:31](=[O:32])[CH2:29][CH3:30])[O:7][C:6]2=[O:8])[CH:14]=[CH:13][C:12]=1[CH:15]1[CH2:20][CH2:19][CH:18]([OH:21])[CH:17]([F:22])[CH2:16]1.